This data is from Catalyst prediction with 721,799 reactions and 888 catalyst types from USPTO. The task is: Predict which catalyst facilitates the given reaction. (1) Reactant: NCCO.C(OC(=O)C[C@H](CC=C)C(O)=O)(C)(C)C.[C:20]([OH:26])(=[O:25])[CH2:21][CH2:22][CH:23]=[CH2:24].O[CH2:28][CH2:29][NH:30][C:31]([C@@H:33]([CH2:42][CH:43]=[CH2:44])[CH2:34][C:35]([O:37][C:38]([CH3:41])([CH3:40])[CH3:39])=[O:36])=[O:32]. Product: [C:20]([O:26][CH2:28][CH2:29][NH:30][C:31]([C@@H:33]([CH2:42][CH:43]=[CH2:44])[CH2:34][C:35]([O:37][C:38]([CH3:40])([CH3:39])[CH3:41])=[O:36])=[O:32])(=[O:25])[CH2:21][CH2:22][CH:23]=[CH2:24]. The catalyst class is: 499. (2) Reactant: [CH3:1][O:2][C:3](=[O:38])[C@@H:4]([NH:14][C:15]([C:17]1[C:18]([CH2:36][CH3:37])=[N:19][C:20]([NH:25][CH2:26][CH2:27][CH2:28][C:29]2[CH:34]=[CH:33][CH:32]=[C:31]([OH:35])[CH:30]=2)=[N:21][C:22]=1[CH2:23][CH3:24])=[O:16])[CH2:5][NH:6][C:7]([O:9]C(C)(C)C)=O.[C:39](O)([C:41](F)(F)F)=O.C(N(CC)CC)C.[S:53]1[CH:57]=CC=[C:54]1C(O)=O.CN(C(ON1N=NC2C=CC=CC1=2)=[N+](C)C)C.F[P-](F)(F)(F)(F)F.C1C=CC2N(O)N=NC=2C=1. Product: [CH3:1][O:2][C:3](=[O:38])[C@@H:4]([NH:14][C:15]([C:17]1[C:22]([CH2:23][CH3:24])=[N:21][C:20]([NH:25][CH2:26][CH2:27][CH2:28][C:29]2[CH:34]=[CH:33][CH:32]=[C:31]([OH:35])[CH:30]=2)=[N:19][C:18]=1[CH2:36][CH3:37])=[O:16])[CH2:5][NH:6][C:7]([C:54]1[S:53][CH:57]=[CH:39][CH:41]=1)=[O:9]. The catalyst class is: 2.